From a dataset of Full USPTO retrosynthesis dataset with 1.9M reactions from patents (1976-2016). Predict the reactants needed to synthesize the given product. (1) The reactants are: [CH3:1][NH:2][C:3]1[CH2:7][S:6][C:5](=[O:8])[N:4]=1.CC(C)([O-])C.[K+].[F:15][C:16]([F:41])([F:40])[C:17]1[CH:35]=[C:34]([C:36]([F:39])([F:38])[F:37])[CH:33]=[CH:32][C:18]=1[CH2:19][O:20][C:21]1[C:28]([O:29][CH3:30])=[CH:27][C:24]([CH:25]=O)=[C:23]([Br:31])[CH:22]=1.[Cl-].[NH4+]. Given the product [F:40][C:16]([F:15])([F:41])[C:17]1[CH:35]=[C:34]([C:36]([F:38])([F:39])[F:37])[CH:33]=[CH:32][C:18]=1[CH2:19][O:20][C:21]1[C:28]([O:29][CH3:30])=[CH:27][C:24](/[CH:25]=[C:7]2/[C:3]([NH:2][CH3:1])=[N:4][C:5](=[O:8])[S:6]/2)=[C:23]([Br:31])[CH:22]=1, predict the reactants needed to synthesize it. (2) Given the product [C:1]([C:5]1[CH:24]=[CH:23][CH:22]=[CH:21][C:6]=1[O:7][CH:8]1[CH2:12][CH2:11][N:10]([C:13](=[O:20])[CH2:14][C:15]([OH:17])=[O:16])[CH2:9]1)([CH3:4])([CH3:2])[CH3:3], predict the reactants needed to synthesize it. The reactants are: [C:1]([C:5]1[CH:24]=[CH:23][CH:22]=[CH:21][C:6]=1[O:7][CH:8]1[CH2:12][CH2:11][N:10]([C:13](=[O:20])[CH2:14][C:15]([O:17]CC)=[O:16])[CH2:9]1)([CH3:4])([CH3:3])[CH3:2].[OH-].[Li+].Cl.